Dataset: Catalyst prediction with 721,799 reactions and 888 catalyst types from USPTO. Task: Predict which catalyst facilitates the given reaction. Reactant: [CH3:1][O:2][C:3]([C:5]1[C:14]([OH:15])=[C:13]2[C:8]([CH:9]=[C:10]([CH2:16][C:17]3[CH:22]=[CH:21][C:20]([F:23])=[CH:19][CH:18]=3)[CH:11]=[N:12]2)=[C:7]([I:24])[N:6]=1)=[O:4].C1CCN2C(=NCCC2)CC1.[CH2:36](Br)[C:37]1[CH:42]=[CH:41][CH:40]=[CH:39][CH:38]=1.C(O)(=O)CC(CC(O)=O)(C(O)=O)O.S([O-])(O)=O.[Na+]. The catalyst class is: 9. Product: [CH3:1][O:2][C:3]([C:5]1[C:14]([O:15][CH2:36][C:37]2[CH:42]=[CH:41][CH:40]=[CH:39][CH:38]=2)=[C:13]2[C:8]([CH:9]=[C:10]([CH2:16][C:17]3[CH:22]=[CH:21][C:20]([F:23])=[CH:19][CH:18]=3)[CH:11]=[N:12]2)=[C:7]([I:24])[N:6]=1)=[O:4].